This data is from Catalyst prediction with 721,799 reactions and 888 catalyst types from USPTO. The task is: Predict which catalyst facilitates the given reaction. (1) Reactant: [Si:1]([O:8][C@H:9]([C:27]1[CH:36]=[CH:35][C:34]([OH:37])=[C:33]2[C:28]=1[CH:29]=[CH:30][C:31](=[O:38])[NH:32]2)[CH2:10][NH:11][CH:12]1[CH2:17][CH2:16][N:15]([CH2:18][CH2:19][C:20]([O:22]C(C)(C)C)=[O:21])[CH2:14][CH2:13]1)([C:4]([CH3:7])([CH3:6])[CH3:5])([CH3:3])[CH3:2]. Product: [Si:1]([O:8][C@H:9]([C:27]1[CH:36]=[CH:35][C:34]([OH:37])=[C:33]2[C:28]=1[CH:29]=[CH:30][C:31](=[O:38])[NH:32]2)[CH2:10][NH:11][CH:12]1[CH2:13][CH2:14][N:15]([CH2:18][CH2:19][C:20]([OH:22])=[O:21])[CH2:16][CH2:17]1)([C:4]([CH3:7])([CH3:5])[CH3:6])([CH3:2])[CH3:3]. The catalyst class is: 67. (2) Reactant: Br[C:2]1[CH:7]=[C:6]([Cl:8])[C:5]([O:9][CH2:10][C:11]2[CH:16]=[CH:15][CH:14]=[CH:13][CH:12]=2)=[C:4]([CH3:17])[CH:3]=1.C([Li])CCC.C[O:24]B(OC)OC.Cl. Product: [CH2:10]([O:9][C:5]1[C:4]([CH3:17])=[CH:3][C:2]([OH:24])=[CH:7][C:6]=1[Cl:8])[C:11]1[CH:16]=[CH:15][CH:14]=[CH:13][CH:12]=1. The catalyst class is: 7.